This data is from Forward reaction prediction with 1.9M reactions from USPTO patents (1976-2016). The task is: Predict the product of the given reaction. Given the reactants [C:1]([O:4][C@@H:5]1[C@@H:18]([O:19][C:20](=[O:22])[CH3:21])[C@H:17]([O:23][C:24](=[O:26])[CH3:25])[CH2:16][S:15][C@H:6]1[O:7][C:8]1[C:9](Cl)=[N:10][CH:11]=[CH:12][CH:13]=1)(=[O:3])[CH3:2].[C:27]1(B(O)O)[CH:32]=[CH:31][CH:30]=[CH:29][CH:28]=1.[F-].[Cs+], predict the reaction product. The product is: [C:1]([O:4][C@@H:5]1[C@@H:18]([O:19][C:20](=[O:22])[CH3:21])[C@H:17]([O:23][C:24](=[O:26])[CH3:25])[CH2:16][S:15][C@H:6]1[O:7][C:8]1[C:9]([C:27]2[CH:32]=[CH:31][CH:30]=[CH:29][CH:28]=2)=[N:10][CH:11]=[CH:12][CH:13]=1)(=[O:3])[CH3:2].